This data is from Full USPTO retrosynthesis dataset with 1.9M reactions from patents (1976-2016). The task is: Predict the reactants needed to synthesize the given product. (1) The reactants are: C(OC([N:8]1[CH2:16][C:15]2[C:14]([F:17])=[C:13]([N:18]3[C@@H:22]4[CH2:23][CH2:24][CH2:25][CH2:26][C@@H:21]4[N:20](C(OC(C)(C)C)=O)C3)[N:12]=[C:11]([C:34]3[CH:35]=[N:36][N:37]([CH3:39])[CH:38]=3)[C:10]=2[C:9]1=[O:40])=O)(C)(C)C.[C:41]([OH:47])([C:43]([F:46])([F:45])[F:44])=[O:42].O.NN.[OH-].[Na+]. Given the product [F:44][C:43]([F:46])([F:45])[C:41]([OH:47])=[O:42].[NH2:20][C@H:21]1[CH2:26][CH2:25][CH2:24][CH2:23][C@H:22]1[NH:18][C:13]1[N:12]=[C:11]([C:34]2[CH:35]=[N:36][N:37]([CH3:39])[CH:38]=2)[C:10]2[C:9](=[O:40])[NH:8][CH2:16][C:15]=2[C:14]=1[F:17], predict the reactants needed to synthesize it. (2) Given the product [NH:3]1[CH:4]=[CH:5][N:1]=[C:2]1[NH:6][C:7]([C:9]1[C:17]2[N:16]=[C:15]([NH2:18])[NH:14][C:13]=2[CH:12]=[C:11]([CH3:20])[CH:10]=1)=[O:8], predict the reactants needed to synthesize it. The reactants are: [NH:1]1[CH:5]=[CH:4][N:3]=[C:2]1[NH:6][C:7]([C:9]1[C:17]2[NH:16][C:15]([NH2:18])=[N:14][C:13]=2[CH:12]=[CH:11][CH:10]=1)=[O:8].N[C:20]1C([N+]([O-])=O)=CC(C)=CC=1C(O)=O. (3) The reactants are: C(=O)([O-])[O-].[K+].[K+].C(O)C.Cl.C(O[C:14](=[NH:21])[CH2:15][C:16]([O:18][CH2:19][CH3:20])=[O:17])C.CC1C=C(C)C=C(C)C=1S([O-])(=O)=O.[NH2:35][N+:36]1[CH:41]=[CH:40][CH:39]=[C:38]([Cl:42])[CH:37]=1. Given the product [NH2:21][C:14]1[C:15]([C:16]([O:18][CH2:19][CH3:20])=[O:17])=[C:41]2[CH:40]=[CH:39][C:38]([Cl:42])=[CH:37][N:36]2[N:35]=1, predict the reactants needed to synthesize it. (4) Given the product [Cl:1][C:2]1[CH:3]=[CH:4][C:5]([C:8]2[N:12]([C:13]3[CH:14]=[CH:15][C:16]([S:19]([NH2:22])(=[O:20])=[O:21])=[CH:17][CH:18]=3)[N:11]=[C:10]([CH2:23][C:25]#[N:26])[CH:9]=2)=[CH:6][CH:7]=1, predict the reactants needed to synthesize it. The reactants are: [Cl:1][C:2]1[CH:7]=[CH:6][C:5]([C:8]2[N:12]([C:13]3[CH:18]=[CH:17][C:16]([S:19]([NH2:22])(=[O:21])=[O:20])=[CH:15][CH:14]=3)[N:11]=[C:10]([CH2:23]Cl)[CH:9]=2)=[CH:4][CH:3]=1.[C-:25]#[N:26].[Na+]. (5) The reactants are: [CH2:1]([C:5]1[N:10]2[N:11]=[CH:12][CH:13]=[C:9]2[N:8]([C@H:14]2[CH2:19][CH2:18][C@H:17]([OH:20])[CH2:16][CH2:15]2)[C:7](=[O:21])[C:6]=1[CH2:22][C:23]1[CH:28]=[CH:27][C:26]([C:29]2[C:30]([C:35]#[N:36])=[CH:31][CH:32]=[CH:33][CH:34]=2)=[CH:25][CH:24]=1)[CH2:2][CH2:3][CH3:4].[N+](=[CH:39][C:40]([O:42][CH2:43][CH3:44])=[O:41])=[N-].C(OCC)(=O)C.O. Given the product [CH2:1]([C:5]1[N:10]2[N:11]=[CH:12][CH:13]=[C:9]2[N:8]([C@H:14]2[CH2:19][CH2:18][C@H:17]([O:20][CH2:39][C:40]([O:42][CH2:43][CH3:44])=[O:41])[CH2:16][CH2:15]2)[C:7](=[O:21])[C:6]=1[CH2:22][C:23]1[CH:24]=[CH:25][C:26]([C:29]2[CH:34]=[CH:33][CH:32]=[CH:31][C:30]=2[C:35]#[N:36])=[CH:27][CH:28]=1)[CH2:2][CH2:3][CH3:4], predict the reactants needed to synthesize it.